This data is from Forward reaction prediction with 1.9M reactions from USPTO patents (1976-2016). The task is: Predict the product of the given reaction. (1) The product is: [NH2:42][C:2]1[C:11]2[C:6](=[CH:7][C:8]([CH2:12][N:13]3[CH2:18][CH2:17][N:16]([S:19]([CH:22]=[CH:23][C:24]4[S:25][C:26]([Cl:29])=[CH:27][CH:28]=4)(=[O:20])=[O:21])[CH2:15][C:14]3=[O:30])=[CH:9][CH:10]=2)[N:5]=[N:4][CH:3]=1. Given the reactants Cl[C:2]1[C:11]2[C:6](=[CH:7][C:8]([CH2:12][N:13]3[CH2:18][CH2:17][N:16]([S:19]([CH:22]=[CH:23][C:24]4[S:25][C:26]([Cl:29])=[CH:27][CH:28]=4)(=[O:21])=[O:20])[CH2:15][C:14]3=[O:30])=[CH:9][CH:10]=2)[N:5]=[N:4][CH:3]=1.C1(O)C=CC=CC=1.C([O-])(=O)C.[NH4+:42], predict the reaction product. (2) Given the reactants N([O-])=O.[Na+].S1C=CC=C1/C=C/C1N=CNC=1N.[CH3:18][O:19][CH2:20][N:21]=[C:22]=[O:23].[N+:24](=[C:26]1[C:30](/[CH:31]=[CH:32]/[C:33]2[S:34][CH:35]=[CH:36][CH:37]=2)=[N:29][CH:28]=[N:27]1)=[N-:25], predict the reaction product. The product is: [CH3:18][O:19][CH2:20][N:21]1[C:22](=[O:23])[N:27]2[CH:28]=[N:29][C:30](/[CH:31]=[CH:32]/[C:33]3[S:34][CH:35]=[CH:36][CH:37]=3)=[C:26]2[N:24]=[N:25]1. (3) Given the reactants C([N:4]1[C:12]2[C:7](=[CH:8][C:9]([C:13](Cl)=[O:14])=[CH:10][CH:11]=2)[C:6]([C:16]2[CH:21]=[CH:20][C:19]([F:22])=[CH:18][CH:17]=2)=[N:5]1)(=O)C.N1[CH:28]=[CH:27]C=CC=1.[OH-:29].[NH4+].O, predict the reaction product. The product is: [F:22][C:19]1[CH:20]=[CH:21][C:16]([C:6]2[C:7]3[C:12](=[CH:11][CH:10]=[C:9]([C:13]([O:29][CH2:27][CH3:28])=[O:14])[CH:8]=3)[NH:4][N:5]=2)=[CH:17][CH:18]=1. (4) Given the reactants [Br:1][C:2]1[CH:7]=[C:6]([F:8])[CH:5]=[CH:4][C:3]=1[CH:9]1[C:14]([C:15]([O:17][CH2:18][CH3:19])=[O:16])=[C:13]([CH3:20])[NH:12][C:11]([C:21]2[S:22][CH:23]=[N:24][N:25]=2)=[N:10]1.C1C(=O)N([Br:33])C(=O)C1, predict the reaction product. The product is: [Br:1][C:2]1[CH:7]=[C:6]([F:8])[CH:5]=[CH:4][C:3]=1[CH:9]1[C:14]([C:15]([O:17][CH2:18][CH3:19])=[O:16])=[C:13]([CH2:20][Br:33])[NH:12][C:11]([C:21]2[S:22][CH:23]=[N:24][N:25]=2)=[N:10]1. (5) Given the reactants Cl[C:2]1[CH:9]=[CH:8][C:5]([C:6]#[N:7])=[CH:4][C:3]=1[N+:10]([O-:12])=[O:11].[C:13]1(B(O)O)[CH:18]=[CH:17][CH:16]=[CH:15][CH:14]=1.C1(P(C2CCCCC2)C2C=CC=CC=2C2C(OC)=CC=CC=2OC)CCCCC1.O.[O-]P([O-])([O-])=O.[K+].[K+].[K+], predict the reaction product. The product is: [N+:10]([C:3]1[CH:4]=[C:5]([C:6]#[N:7])[CH:8]=[CH:9][C:2]=1[C:13]1[CH:18]=[CH:17][CH:16]=[CH:15][CH:14]=1)([O-:12])=[O:11]. (6) Given the reactants [Cl:1][C:2]1[CH:10]=[CH:9][C:8]2[NH:7][C:6]3[CH2:11][CH2:12][N:13]([CH3:15])[CH2:14][C:5]=3[C:4]=2[CH:3]=1.[H-].[Na+].[C:18]1([C:24]2([C:27]3[CH:32]=[CH:31][CH:30]=[CH:29][CH:28]=3)[CH2:26][O:25]2)[CH:23]=[CH:22][CH:21]=[CH:20][CH:19]=1, predict the reaction product. The product is: [Cl:1][C:2]1[CH:10]=[CH:9][C:8]2[N:7]([CH2:26][C:24]([C:27]3[CH:32]=[CH:31][CH:30]=[CH:29][CH:28]=3)([C:18]3[CH:23]=[CH:22][CH:21]=[CH:20][CH:19]=3)[OH:25])[C:6]3[CH2:11][CH2:12][N:13]([CH3:15])[CH2:14][C:5]=3[C:4]=2[CH:3]=1. (7) Given the reactants [I:1]Cl.[CH3:3][O:4][C:5]([C:7]1[N:15]([CH2:16][C:17]2[CH:22]=[CH:21][C:20]([O:23][CH3:24])=[CH:19][CH:18]=2)[C:14]2[CH:13]=[CH:12][N:11]=[CH:10][C:9]=2[C:8]=1[NH:25][C:26]1[CH:31]=[CH:30][C:29]([Si](C)(C)C)=[CH:28][C:27]=1[F:36])=[O:6], predict the reaction product. The product is: [CH3:3][O:4][C:5]([C:7]1[N:15]([CH2:16][C:17]2[CH:22]=[CH:21][C:20]([O:23][CH3:24])=[CH:19][CH:18]=2)[C:14]2[CH:13]=[CH:12][N:11]=[CH:10][C:9]=2[C:8]=1[NH:25][C:26]1[CH:31]=[CH:30][C:29]([I:1])=[CH:28][C:27]=1[F:36])=[O:6]. (8) Given the reactants [NH2:1][CH2:2][C@@H:3]1[C@@H:11]([C@@:12]2([CH3:21])[CH2:17][CH2:16][C@H:15]([OH:18])[CH2:14][C@@H:13]2[CH2:19][OH:20])[CH2:10][CH2:9][C:8]2[C:7]([CH3:23])([CH3:22])[CH2:6][CH2:5][C:4]1=2.CCN(CC)CC.[CH3:31][S:32](Cl)(=[O:34])=[O:33], predict the reaction product. The product is: [CH3:31][S:32]([O:20][CH2:19][C@H:13]1[CH2:14][C@@H:15]([O:18][S:32]([CH3:31])(=[O:34])=[O:33])[CH2:16][CH2:17][C@@:12]1([C@H:11]1[CH2:10][CH2:9][C:8]2[C:7]([CH3:23])([CH3:22])[CH2:6][CH2:5][C:4]=2[C@@H:3]1[CH2:2][NH:1][S:32]([CH3:31])(=[O:34])=[O:33])[CH3:21])(=[O:34])=[O:33]. (9) The product is: [CH:1]1([NH:4][CH:5]2[CH2:10][CH2:9][CH2:8][CH2:7][CH2:6]2)[CH2:3][CH2:2]1. Given the reactants [CH:1]1([NH2:4])[CH2:3][CH2:2]1.[C:5]1(=O)[CH2:10][CH2:9][CH2:8][CH2:7][CH2:6]1.C(O[BH-](OC(=O)C)OC(=O)C)(=O)C.[Na+], predict the reaction product. (10) Given the reactants [NH3:1].Cl[S:3]([C:6]1[CH:7]=[C:8]([CH2:12][C:13]([O:15][CH3:16])=[O:14])[CH:9]=[CH:10][CH:11]=1)(=[O:5])=[O:4].ClCCl, predict the reaction product. The product is: [NH2:1][S:3]([C:6]1[CH:7]=[C:8]([CH2:12][C:13]([O:15][CH3:16])=[O:14])[CH:9]=[CH:10][CH:11]=1)(=[O:5])=[O:4].